This data is from Full USPTO retrosynthesis dataset with 1.9M reactions from patents (1976-2016). The task is: Predict the reactants needed to synthesize the given product. (1) Given the product [Cl:1][C:2]1[CH:7]=[CH:6][CH:5]=[C:4]([Cl:8])[C:3]=1[CH2:9][S:10]([C:13]1[CH:14]=[C:15]2[C:19](=[CH:20][CH:21]=1)[NH:18][C:17](=[O:22])/[C:16]/2=[CH:23]\[C:24]1[NH:28][C:27]([CH3:29])=[C:26]([CH2:30][C:31]([NH:51][CH2:52][CH2:53][N:54]2[CH2:59][CH2:58][CH:57]([OH:60])[CH2:56][CH2:55]2)=[O:33])[C:25]=1[CH3:34])(=[O:11])=[O:12], predict the reactants needed to synthesize it. The reactants are: [Cl:1][C:2]1[CH:7]=[CH:6][CH:5]=[C:4]([Cl:8])[C:3]=1[CH2:9][S:10]([C:13]1[CH:14]=[C:15]2[C:19](=[CH:20][CH:21]=1)[NH:18][C:17](=[O:22])/[C:16]/2=[CH:23]\[C:24]1[NH:28][C:27]([CH3:29])=[C:26]([CH2:30][C:31]([OH:33])=O)[C:25]=1[CH3:34])(=[O:12])=[O:11].CCN(C(C)C)C(C)C.OC(C(F)(F)F)=O.[NH2:51][CH2:52][CH2:53][N:54]1[CH2:59][CH2:58][CH:57]([OH:60])[CH2:56][CH2:55]1.CN(C(ON1N=NC2C=CC=NC1=2)=[N+](C)C)C.F[P-](F)(F)(F)(F)F. (2) Given the product [CH2:13]([N:20]1[CH2:25][CH2:24][CH:23]([CH:26]([OH:27])[CH2:7][C:6]2[CH:9]=[CH:10][CH:11]=[CH:12][C:5]=2[F:4])[CH2:22][CH2:21]1)[C:14]1[CH:19]=[CH:18][CH:17]=[CH:16][CH:15]=1, predict the reactants needed to synthesize it. The reactants are: [Mg].II.[F:4][C:5]1[CH:12]=[CH:11][CH:10]=[CH:9][C:6]=1[CH2:7]Cl.[CH2:13]([N:20]1[CH2:25][CH2:24][CH:23]([CH:26]=[O:27])[CH2:22][CH2:21]1)[C:14]1[CH:19]=[CH:18][CH:17]=[CH:16][CH:15]=1.[Cl-].[NH4+]. (3) Given the product [OH:26][C:22]1[CH:21]=[C:20]([O:28][CH3:29])[C:19]2[C:18](=[O:30])[NH:17][C:16]([C:12]3[CH:13]=[C:14]([CH3:15])[C:9]([OH:8])=[C:10]([CH3:31])[CH:11]=3)=[CH:25][C:24]=2[N:23]=1, predict the reactants needed to synthesize it. The reactants are: C([O:8][C:9]1[C:14]([CH3:15])=[CH:13][C:12]([C:16]2[NH:17][C:18](=[O:30])[C:19]3[C:20]([O:28][CH3:29])=[CH:21][C:22]([O:26]C)=[N:23][C:24]=3[CH:25]=2)=[CH:11][C:10]=1[CH3:31])C1C=CC=CC=1.B(Br)(Br)Br.Cl.CCOCC. (4) Given the product [CH3:1][NH:2][CH2:8][CH2:9][CH2:10][C:11]1[C:19]2[C:18]([NH:20][C:21]3[C:29]4[C:24](=[CH:25][N:26]=[CH:27][CH:28]=4)[O:23][C:22]=3[C:30]3[N:35]=[CH:34][CH:33]=[CH:32][N:31]=3)=[CH:17][CH:16]=[CH:15][C:14]=2[NH:13][N:12]=1, predict the reactants needed to synthesize it. The reactants are: [CH3:1][NH2:2].CS(O[CH2:8][CH2:9][CH2:10][C:11]1[C:19]2[C:14](=[CH:15][CH:16]=[CH:17][C:18]=2[NH:20][C:21]2[C:29]3[C:24](=[CH:25][N:26]=[CH:27][CH:28]=3)[O:23][C:22]=2[C:30]2[N:35]=[CH:34][CH:33]=[CH:32][N:31]=2)[N:13](C(OC(C)(C)C)=O)[N:12]=1)(=O)=O. (5) The reactants are: [NH2:1][C:2]1[C:11](=[O:12])[C:10]2[C:5](=[CH:6][C:7]([N:14]3[CH2:19][CH2:18][N:17]([CH3:20])[CH2:16][CH2:15]3)=[C:8]([F:13])[CH:9]=2)[N:4]([CH2:21][C:22]2[CH:27]=[CH:26][C:25]([Cl:28])=[CH:24][CH:23]=2)[CH:3]=1.C(N(CC)CC)C.[CH2:36]([S:43](Cl)(=[O:45])=[O:44])[C:37]1[CH:42]=[CH:41][CH:40]=[CH:39][CH:38]=1.O. Given the product [Cl:28][C:25]1[CH:26]=[CH:27][C:22]([CH2:21][N:4]2[C:5]3[C:10](=[CH:9][C:8]([F:13])=[C:7]([N:14]4[CH2:19][CH2:18][N:17]([CH3:20])[CH2:16][CH2:15]4)[CH:6]=3)[C:11](=[O:12])[C:2]([NH:1][S:43]([CH2:36][C:37]3[CH:42]=[CH:41][CH:40]=[CH:39][CH:38]=3)(=[O:45])=[O:44])=[CH:3]2)=[CH:23][CH:24]=1, predict the reactants needed to synthesize it. (6) The reactants are: [Br:1][C:2]1[C:3]([F:12])=[CH:4][C:5](F)=[C:6]([C:8](=O)[CH3:9])[CH:7]=1.O.[NH2:14][NH2:15]. Given the product [Br:1][C:2]1[CH:7]=[C:6]2[C:5](=[CH:4][C:3]=1[F:12])[NH:15][N:14]=[C:8]2[CH3:9], predict the reactants needed to synthesize it. (7) Given the product [C:14]([C:10]1[C:11]([O:13][CH2:21][C:22]2[CH:27]=[CH:26][C:25]([O:28][CH3:29])=[CH:24][CH:23]=2)=[N:12][C:7]([C:2]2[CH:3]=[CH:4][CH:5]=[CH:6][N:1]=2)=[N:8][CH:9]=1)#[CH:15], predict the reactants needed to synthesize it. The reactants are: [N:1]1[CH:6]=[CH:5][CH:4]=[CH:3][C:2]=1[C:7]1[N:12]=[C:11]([OH:13])[C:10]([C:14]#[C:15][Si](C)(C)C)=[CH:9][N:8]=1.Cl[CH2:21][C:22]1[CH:27]=[CH:26][C:25]([O:28][CH3:29])=[CH:24][CH:23]=1.C(N(CC)CC)C.O. (8) Given the product [Cl:10][C:11]1[CH:20]=[C:19]2[C:14]([C:15]([NH:21][C@H:22]3[CH2:27][C@@H:26]([CH3:28])[C@@H:25]([NH:29][C:33]4[CH:32]=[C:41]([CH3:2])[CH:40]=[C:35]([CH3:36])[CH:34]=4)[CH2:24][C@H:23]3[CH3:30])=[CH:16][CH:17]=[N:18]2)=[CH:13][CH:12]=1, predict the reactants needed to synthesize it. The reactants are: Br[C:2]1C=C(F)C=C(F)C=1.[Cl:10][C:11]1[CH:20]=[C:19]2[C:14]([C:15]([NH:21][C@H:22]3[CH2:27][C@@H:26]([CH3:28])[C@@H:25]([NH2:29])[CH2:24][C@H:23]3[CH3:30])=[CH:16][CH:17]=[N:18]2)=[CH:13][CH:12]=1.Cl[C:32]1[CH:41]=[C:40]2[C:35]([C:36](NC3CCC(N)CC3)=CC=N2)=[CH:34][CH:33]=1. (9) Given the product [Cl:1][C:2]1[CH:3]=[C:4]2[NH:19][C:18]([O:23][C@H:24]3[CH2:25][CH2:26][C@H:27]([C:30]([O:32][CH2:33][CH3:34])=[O:31])[CH2:28][CH2:29]3)=[N:17][C:5]2=[N:6][C:7]=1[C:8]1[CH:13]=[CH:12][C:11]([F:14])=[C:10]([C:15]#[N:16])[CH:9]=1, predict the reactants needed to synthesize it. The reactants are: [Cl:1][C:2]1[CH:3]=[C:4]2[N:19](CC=C)[C:18]([O:23][C@H:24]3[CH2:29][CH2:28][C@H:27]([C:30]([O:32][CH2:33][CH3:34])=[O:31])[CH2:26][CH2:25]3)=[N:17][C:5]2=[N:6][C:7]=1[C:8]1[CH:13]=[CH:12][C:11]([F:14])=[C:10]([C:15]#[N:16])[CH:9]=1.C1([SiH3])C=CC=CC=1. (10) Given the product [N:29]1([CH2:36][CH2:37][O:38][C:39]2[CH:40]=[CH:41][C:42]([CH2:45][N:3]([CH2:1][CH3:2])[C:4]3[CH:9]=[C:8]([O:10][CH3:11])[CH:7]=[CH:6][C:5]=3[CH:12]3[CH2:21][CH2:20][C:19]4[CH:18]=[C:17]([OH:22])[CH:16]=[CH:15][C:14]=4[CH2:13]3)=[N:43][CH:44]=2)[CH2:30][CH2:31][CH2:32][CH2:33][CH2:34][CH2:35]1, predict the reactants needed to synthesize it. The reactants are: [CH2:1]([NH:3][C:4]1[CH:9]=[C:8]([O:10][CH3:11])[CH:7]=[CH:6][C:5]=1[CH:12]1[CH2:21][CH2:20][C:19]2[CH:18]=[C:17]([O:22]C(=O)C(C)(C)C)[CH:16]=[CH:15][C:14]=2[CH2:13]1)[CH3:2].[N:29]1([CH2:36][CH2:37][O:38][C:39]2[CH:40]=[CH:41][C:42]([C:45]([O-])=O)=[N:43][CH:44]=2)[CH2:35][CH2:34][CH2:33][CH2:32][CH2:31][CH2:30]1.[Na+].